Task: Predict the product of the given reaction.. Dataset: Forward reaction prediction with 1.9M reactions from USPTO patents (1976-2016) (1) Given the reactants [NH:1]1[C:9]2[C:4](=[CH:5][C:6]([C:10]3[C:14]4[C:15]([NH2:19])=[N:16][CH:17]=[CH:18][C:13]=4[S:12][CH:11]=3)=[CH:7][CH:8]=2)[CH2:3][CH2:2]1.CN(C([O:27]N1N=NC2C=CC=NC1=2)=[N+](C)C)C.F[P-](F)(F)(F)(F)F.[CH:44]1[C:53]2[C:48](=[CH:49][CH:50]=[CH:51][CH:52]=2)[CH:47]=[CH:46][C:45]=1CC(O)=O.CCN([CH:64]([CH3:66])C)C(C)C, predict the reaction product. The product is: [C:52]1([CH2:66][C:64]([N:1]2[C:9]3[C:4](=[CH:5][C:6]([C:10]4[C:14]5[C:15]([NH2:19])=[N:16][CH:17]=[CH:18][C:13]=5[S:12][CH:11]=4)=[CH:7][CH:8]=3)[CH2:3][CH2:2]2)=[O:27])[C:53]2[C:48](=[CH:47][CH:46]=[CH:45][CH:44]=2)[CH:49]=[CH:50][CH:51]=1. (2) Given the reactants [CH3:1][C:2]1[C:3]([C:12]([O:14]CC)=O)=[C:4]([NH:8][C:9]([NH2:11])=[S:10])[S:5][C:6]=1[CH3:7].[OH-].[Na+].CC(O)=O, predict the reaction product. The product is: [CH3:1][C:2]1[C:3]2[C:12](=[O:14])[NH:11][C:9](=[S:10])[NH:8][C:4]=2[S:5][C:6]=1[CH3:7]. (3) Given the reactants O=[CH:2][CH2:3][CH2:4][C:5]1[CH:10]=[C:9]([C:11]2[CH:16]=[CH:15][CH:14]=[C:13]([C:17]([F:20])([F:19])[F:18])[CH:12]=2)[N:8]=[C:7]([C:21]#[N:22])[N:6]=1.[NH2:23][CH2:24][C:25]([OH:27])=[O:26].[OH2:28].C([BH3-])#N, predict the reaction product. The product is: [F:18][C:17]([F:20])([F:19])[C:13]([OH:26])=[O:28].[C:25]([CH2:24][NH:23][CH2:2][CH2:3][CH2:4][C:5]1[CH:10]=[C:9]([C:11]2[CH:16]=[CH:15][CH:14]=[C:13]([C:17]([F:19])([F:18])[F:20])[CH:12]=2)[N:8]=[C:7]([C:21]#[N:22])[N:6]=1)([OH:27])=[O:26].[C:25]([CH2:24][NH:23][CH2:2][CH2:3][CH2:4][C:5]1[CH:10]=[C:9]([C:11]2[CH:16]=[CH:15][CH:14]=[C:13]([C:17]([F:19])([F:18])[F:20])[CH:12]=2)[N:8]=[C:7]([C:21]#[N:22])[N:6]=1)([OH:27])=[O:26]. (4) The product is: [F:25][C:22]1[CH:23]=[CH:24][C:19]([N:16]2[CH2:17][CH2:18][N:13]([C:8]3[NH:7][C:6](=[O:28])[NH:11][C:1](=[O:4])[N:9]=3)[CH2:14][CH2:15]2)=[CH:20][CH:21]=1. Given the reactants [C:1]([OH:4])(=O)C.Cl[C:6]1[N:11]=C(Cl)[N:9]=[C:8]([N:13]2[CH2:18][CH2:17][N:16]([C:19]3[CH:24]=[CH:23][C:22]([F:25])=[CH:21][CH:20]=3)[CH2:15][CH2:14]2)[N:7]=1.C([O-])(=[O:28])C.[Na+], predict the reaction product. (5) Given the reactants Cl.C(N=C=NCCCN(C)C)C.[O:13]=[C:14]1[N:19]([C:20]2[CH:25]=[CH:24][C:23]([O:26][CH2:27][C:28]([F:31])([F:30])[F:29])=[CH:22][CH:21]=2)[C:18]([S:32][CH2:33][CH2:34][CH2:35][C:36]([OH:38])=O)=[N:17][C:16]2[CH:39]=[CH:40][NH:41][C:15]1=2.[F:42][C:43]([F:47])([F:46])[CH2:44][NH2:45].ON1C2C=CC=CC=2N=N1, predict the reaction product. The product is: [O:13]=[C:14]1[N:19]([C:20]2[CH:21]=[CH:22][C:23]([O:26][CH2:27][C:28]([F:31])([F:29])[F:30])=[CH:24][CH:25]=2)[C:18]([S:32][CH2:33][CH2:34][CH2:35][C:36]([NH:45][CH2:44][C:43]([F:47])([F:46])[F:42])=[O:38])=[N:17][C:16]2[CH:39]=[CH:40][NH:41][C:15]1=2. (6) Given the reactants C(OC(=O)[NH:7][C:8]1([C:11]2[CH:16]=[CH:15][C:14]([C:17]3[C:18]([C:29]4[CH:34]=[CH:33][CH:32]=[CH:31][CH:30]=4)=[CH:19][C:20]4[N:25]([CH3:26])[C:24](=[O:27])[CH2:23][O:22][C:21]=4[N:28]=3)=[CH:13][CH:12]=2)[CH2:10][CH2:9]1)(C)(C)C.Cl.C(OCC)C, predict the reaction product. The product is: [NH2:7][C:8]1([C:11]2[CH:12]=[CH:13][C:14]([C:17]3[C:18]([C:29]4[CH:34]=[CH:33][CH:32]=[CH:31][CH:30]=4)=[CH:19][C:20]4[N:25]([CH3:26])[C:24](=[O:27])[CH2:23][O:22][C:21]=4[N:28]=3)=[CH:15][CH:16]=2)[CH2:9][CH2:10]1. (7) Given the reactants Cl.[NH2:2][C:3]1[N:11]=[CH:10][CH:9]=[C:8]([Cl:12])[C:4]=1[C:5]([OH:7])=[O:6].Cl[CH2:14][CH:15]=O, predict the reaction product. The product is: [Cl:12][C:8]1[CH:9]=[CH:10][N:11]2[CH:14]=[CH:15][N:2]=[C:3]2[C:4]=1[C:5]([OH:7])=[O:6]. (8) Given the reactants P(Cl)(Cl)(Cl)=O.O[CH:7]([C:23]1[CH:28]=[CH:27][CH:26]=[C:25]([O:29][CH3:30])[CH:24]=1)[CH2:8][NH:9][C:10](=O)[CH2:11][C:12]1[CH:17]=[CH:16][C:15]([CH2:18][CH2:19][CH2:20][CH3:21])=[CH:14][CH:13]=1.C(=O)([O-])O.[Na+], predict the reaction product. The product is: [CH2:18]([C:15]1[CH:16]=[CH:17][C:12]([CH2:11][C:10]2[C:28]3[C:23](=[CH:24][C:25]([O:29][CH3:30])=[CH:26][CH:27]=3)[CH:7]=[CH:8][N:9]=2)=[CH:13][CH:14]=1)[CH2:19][CH2:20][CH3:21]. (9) Given the reactants [Cl:1][C:2]1[CH:7]=[CH:6][CH:5]=[C:4]([Cl:8])[C:3]=1[C:9]1[C:13]([CH2:14][O:15][C:16]2[CH:17]=[C:18]3[C:23](=[CH:24][CH:25]=2)[CH:22]=[C:21]([C:26]2[CH:27]=[CH:28][C:29]([C:32]([O:34]C)=[O:33])=[N:30][CH:31]=2)[CH:20]=[CH:19]3)=[C:12]([CH:36]([CH3:38])[CH3:37])[O:11][N:10]=1.[OH-].[Na+].CO, predict the reaction product. The product is: [Cl:8][C:4]1[CH:5]=[CH:6][CH:7]=[C:2]([Cl:1])[C:3]=1[C:9]1[C:13]([CH2:14][O:15][C:16]2[CH:17]=[C:18]3[C:23](=[CH:24][CH:25]=2)[CH:22]=[C:21]([C:26]2[CH:27]=[CH:28][C:29]([C:32]([OH:34])=[O:33])=[N:30][CH:31]=2)[CH:20]=[CH:19]3)=[C:12]([CH:36]([CH3:38])[CH3:37])[O:11][N:10]=1. (10) Given the reactants [CH:1]12[O:8][CH:5]([CH2:6][CH2:7]1)[CH2:4][N:3]([C:9]1[N:17]=[CH:16][CH:15]=[CH:14][C:10]=1[C:11]([O-])=[O:12])[CH2:2]2.[H-].[Al+3].[Li+].[H-].[H-].[H-].O.[OH-].[Na+], predict the reaction product. The product is: [CH:5]12[O:8][CH:1]([CH2:7][CH2:6]1)[CH2:2][N:3]([C:9]1[C:10]([CH2:11][OH:12])=[CH:14][CH:15]=[CH:16][N:17]=1)[CH2:4]2.